The task is: Binary Classification. Given a T-cell receptor sequence (or CDR3 region) and an epitope sequence, predict whether binding occurs between them.. This data is from TCR-epitope binding with 47,182 pairs between 192 epitopes and 23,139 TCRs. The epitope is LLWNGPMAV. The TCR CDR3 sequence is CSAPLAGGHNEQFF. Result: 1 (the TCR binds to the epitope).